Dataset: Full USPTO retrosynthesis dataset with 1.9M reactions from patents (1976-2016). Task: Predict the reactants needed to synthesize the given product. (1) Given the product [CH3:1][C:2]1([CH3:17])[CH2:7][CH2:6][C:5]([C:8]2[CH:13]=[CH:12][C:11]([O:14][CH3:15])=[CH:10][C:9]=2[N:16]2[CH2:24][CH2:23][NH:22][CH2:21][CH2:20]2)=[CH:4][CH2:3]1, predict the reactants needed to synthesize it. The reactants are: [CH3:1][C:2]1([CH3:17])[CH2:7][CH2:6][C:5]([C:8]2[CH:13]=[CH:12][C:11]([O:14][CH3:15])=[CH:10][C:9]=2[NH2:16])=[CH:4][CH2:3]1.Cl.Cl[CH2:20][CH2:21][NH:22][CH2:23][CH2:24]Cl. (2) Given the product [N:19]1([C:10]2[C:9]3[C:4](=[CH:5][CH:6]=[CH:7][CH:8]=3)[N:3]=[CH:2][N:11]=2)[C:23]2[CH:24]=[CH:25][CH:26]=[CH:27][C:22]=2[N:21]=[N:20]1, predict the reactants needed to synthesize it. The reactants are: O[C:2]1[N:11]=[CH:10][C:9]2[C:4](=[CH:5][CH:6]=[CH:7][CH:8]=2)[N:3]=1.F[P-](F)(F)(F)(F)F.[N:19]1(O[P+](N(C)C)(N(C)C)N(C)C)[C:23]2[CH:24]=[CH:25][CH:26]=[CH:27][C:22]=2[N:21]=[N:20]1.C1CCN2C(=NCCC2)CC1.N1C2C=CC=CC=2N=N1. (3) Given the product [C:19]([O:18][C:16](=[O:17])[NH:15][C:11]1[CH:10]=[C:9]([N:6]2[CH2:7][CH2:8][N:3]([CH2:1][CH3:2])[CH2:4][CH2:5]2)[N:14]=[CH:13][N:12]=1)([CH3:22])([CH3:21])[CH3:20], predict the reactants needed to synthesize it. The reactants are: [CH2:1]([N:3]1[CH2:8][CH2:7][N:6]([C:9]2[N:14]=[CH:13][N:12]=[C:11]([NH2:15])[CH:10]=2)[CH2:5][CH2:4]1)[CH3:2].[C:16](O[C:16]([O:18][C:19]([CH3:22])([CH3:21])[CH3:20])=[O:17])([O:18][C:19]([CH3:22])([CH3:21])[CH3:20])=[O:17].CCN(CC)CC. (4) Given the product [NH:5]1[C:13]2[C:8](=[CH:9][CH:10]=[C:11]([N:14]3[CH2:15][CH2:16][N:17]([C:20]([O:22][C:23]([CH3:26])([CH3:25])[CH3:24])=[O:21])[CH2:18][CH2:19]3)[CH:12]=2)[CH:7]=[CH:6]1, predict the reactants needed to synthesize it. The reactants are: C([Si](C(C)C)(C(C)C)[N:5]1[C:13]2[C:8](=[CH:9][CH:10]=[C:11]([N:14]3[CH2:19][CH2:18][N:17]([C:20]([O:22][C:23]([CH3:26])([CH3:25])[CH3:24])=[O:21])[CH2:16][CH2:15]3)[CH:12]=2)[CH:7]=[CH:6]1)(C)C.CCCC[N+](CCCC)(CCCC)CCCC.[F-]. (5) Given the product [CH:21]12[O:26][CH:24]([CH:23]=[CH:22]1)[CH2:25][CH:19]([C:17]1[NH:16][C:3]3[C:4](=[O:15])[N:5]([CH2:12][CH2:13][CH3:14])[C:6](=[O:11])[N:7]([CH2:8][CH2:9][CH3:10])[C:2]=3[N:1]=1)[CH2:20]2, predict the reactants needed to synthesize it. The reactants are: [NH2:1][C:2]1[N:7]([CH2:8][CH2:9][CH3:10])[C:6](=[O:11])[N:5]([CH2:12][CH2:13][CH3:14])[C:4](=[O:15])[C:3]=1[NH:16][C:17]([CH:19]1[CH2:25][CH:24]2[O:26][CH:21]([CH:22]=[CH:23]2)[CH2:20]1)=O. (6) Given the product [OH:24][CH:12]([CH2:13][CH2:14][CH2:15][CH2:16][CH3:17])[CH2:11][CH2:10][CH2:9][CH2:8][CH2:7][C:4]([CH3:5])([CH3:6])[C:1]([OH:3])=[O:2], predict the reactants needed to synthesize it. The reactants are: [C:1]([C:4]1([CH2:7][CH2:8][CH2:9][CH2:10][CH2:11][C:12](=[O:24])[CH2:13][CH2:14][CH2:15][CH2:16][CH2:17]C(C)(C)C(O)=O)[CH2:6][CH2:5]1)([OH:3])=[O:2].[OH-].[Na+].[BH4-].[Na+].Cl. (7) Given the product [Cl:1][C:2]1[N:7]=[CH:6][C:5]([CH2:8][N:9]([CH2:10][CH:11]([F:13])[F:12])[C:16]2[CH2:18][O:19][C:20](=[O:21])[CH:15]=2)=[CH:4][C:3]=1[F:14], predict the reactants needed to synthesize it. The reactants are: [Cl:1][C:2]1[N:7]=[CH:6][C:5]([CH2:8][NH:9][CH2:10][CH:11]([F:13])[F:12])=[CH:4][C:3]=1[F:14].[CH2:15]1[C:20](=[O:21])[O:19][CH2:18][C:16]1=O. (8) Given the product [C:17]1([C:16]([NH:15][CH:11]2[CH2:10][CH:9]([C:6]3[CH:5]=[CH:4][C:3]([C:2]([F:24])([F:1])[F:25])=[CH:8][CH:7]=3)[CH2:14][N:13]([C:33]([O:34][C:35]3[CH:36]=[CH:37][C:38]([N+:41]([O-:43])=[O:42])=[CH:39][CH:40]=3)=[O:44])[CH2:12]2)=[O:23])[CH:18]=[CH:19][CH:20]=[CH:21][CH:22]=1, predict the reactants needed to synthesize it. The reactants are: [F:1][C:2]([F:25])([F:24])[C:3]1[CH:8]=[CH:7][C:6]([CH:9]2[CH2:14][NH:13][CH2:12][CH:11]([NH:15][C:16](=[O:23])[C:17]3[CH:22]=[CH:21][CH:20]=[CH:19][CH:18]=3)[CH2:10]2)=[CH:5][CH:4]=1.C(N(CC)CC)C.[C:33](Cl)(=[O:44])[O:34][C:35]1[CH:40]=[CH:39][C:38]([N+:41]([O-:43])=[O:42])=[CH:37][CH:36]=1.C(=O)(O)[O-].[Na+]. (9) Given the product [C:22]([N:19]1[CH2:20][CH2:21][N:16]([C:14]([C@H:11]2[CH2:12][CH2:13][C@H:8]([CH2:7][N:6]3[C:4](=[O:5])[CH2:3][CH:2]([C:27]4[CH:28]=[CH:29][CH:30]=[CH:31][CH:32]=4)[NH:1][C:33]3=[O:35])[CH2:9][CH2:10]2)=[O:15])[CH2:17][CH2:18]1)(=[O:26])[CH:23]([CH3:25])[CH3:24], predict the reactants needed to synthesize it. The reactants are: [NH2:1][CH:2]([C:27]1[CH:32]=[CH:31][CH:30]=[CH:29][CH:28]=1)[CH2:3][C:4]([NH:6][CH2:7][C@H:8]1[CH2:13][CH2:12][C@H:11]([C:14]([N:16]2[CH2:21][CH2:20][N:19]([C:22](=[O:26])[CH:23]([CH3:25])[CH3:24])[CH2:18][CH2:17]2)=[O:15])[CH2:10][CH2:9]1)=[O:5].[CH2:33]([O:35]CC)C.